From a dataset of Full USPTO retrosynthesis dataset with 1.9M reactions from patents (1976-2016). Predict the reactants needed to synthesize the given product. (1) The reactants are: [Cl:1][C:2]1[CH:7]=[CH:6][N:5]2[N:8]=[CH:9][CH:10]=[C:4]2[N:3]=1.[I:11]NC(=O)CCC(N)=O.O. Given the product [Cl:1][C:2]1[CH:7]=[CH:6][N:5]2[N:8]=[CH:9][C:10]([I:11])=[C:4]2[N:3]=1, predict the reactants needed to synthesize it. (2) Given the product [CH3:20][S:17]([C:14]1[CH:15]=[CH:16][C:11]([C:9]2[CH:8]=[C:7]([C:21]([F:24])([F:23])[F:22])[N:6]=[C:5]([NH:31][CH:28]3[CH2:29][CH2:30][O:25][CH2:26][CH2:27]3)[N:10]=2)=[CH:12][CH:13]=1)(=[O:19])=[O:18], predict the reactants needed to synthesize it. The reactants are: CS([C:5]1[N:10]=[C:9]([C:11]2[CH:16]=[CH:15][C:14]([S:17]([CH3:20])(=[O:19])=[O:18])=[CH:13][CH:12]=2)[CH:8]=[C:7]([C:21]([F:24])([F:23])[F:22])[N:6]=1)(=O)=O.[O:25]1[CH2:30][CH2:29][CH:28]([NH2:31])[CH2:27][CH2:26]1.O. (3) Given the product [C:1]([C:3]1[CH:4]=[C:5]([CH:10]=[CH:11][C:12]=1[O:13][CH:15]([CH3:17])[CH3:16])[C:6]([O:8][CH3:9])=[O:7])#[N:2], predict the reactants needed to synthesize it. The reactants are: [C:1]([C:3]1[CH:4]=[C:5]([CH:10]=[CH:11][C:12]=1[OH:13])[C:6]([O:8][CH3:9])=[O:7])#[N:2].Br[CH:15]([CH3:17])[CH3:16].C(=O)([O-])[O-].[K+].[K+]. (4) Given the product [C:1]1([CH2:7][CH2:8][C:9]([O:17][C:13]([CH3:16])([CH3:15])[CH3:14])=[O:10])[CH:6]=[CH:5][CH:4]=[CH:3][CH:2]=1, predict the reactants needed to synthesize it. The reactants are: [C:1]1([CH2:7][CH2:8][C:9](OC)=[O:10])[CH:6]=[CH:5][CH:4]=[CH:3][CH:2]=1.[C:13]([OH:17])([CH3:16])([CH3:15])[CH3:14].C(OC(C)C)(C)C. (5) Given the product [CH3:6][O:7][C:8]([C:10]1[N:11]([CH3:34])[C:12]([N:28]2[CH2:33][CH2:32][N:31]([S:2]([CH3:1])(=[O:4])=[O:3])[CH2:30][CH2:29]2)=[C:13]([C:22]2[CH:27]=[CH:26][N:25]=[CH:24][CH:23]=2)[C:14]=1[C:15]1[CH:20]=[CH:19][C:18]([F:21])=[CH:17][CH:16]=1)=[O:9], predict the reactants needed to synthesize it. The reactants are: [CH3:1][S:2](Cl)(=[O:4])=[O:3].[CH3:6][O:7][C:8]([C:10]1[N:11]([CH3:34])[C:12]([N:28]2[CH2:33][CH2:32][NH:31][CH2:30][CH2:29]2)=[C:13]([C:22]2[CH:27]=[CH:26][N:25]=[CH:24][CH:23]=2)[C:14]=1[C:15]1[CH:20]=[CH:19][C:18]([F:21])=[CH:17][CH:16]=1)=[O:9].C(N(CC)CC)C.O.